Predict the reaction yield, written as a fraction of the theoretical maximum amount of product (1.0 means a 100% yield; for example, 0.34 means a 34% yield). From a dataset of Reaction yield outcomes from USPTO patents with 853,638 reactions. (1) The reactants are ClC1C=C(C=CN=1)C(NC1C=CC(C)=C(C2C=CC(C(O)=O)=CC=2)C=1)=O.[CH3:27][C:28]1[CH:33]=[CH:32][C:31]([NH:34][C:35](=[O:47])[C:36]2[CH:41]=[CH:40][N:39]=[C:38]([N:42]3[CH2:46][CH2:45][CH2:44][CH2:43]3)[CH:37]=2)=[CH:30][C:29]=1[C:48]1[CH:53]=[CH:52][C:51]([C:54]([OH:56])=[O:55])=[CH:50][CH:49]=1.N1CCCC1. No catalyst specified. The product is [CH3:27][C:28]1[CH:33]=[CH:32][C:31]([NH:34][C:35](=[O:47])[C:36]2[CH:41]=[CH:40][N:39]=[C:38]([N:42]3[CH2:46][CH2:45][CH2:44][CH2:43]3)[CH:37]=2)=[CH:30][C:29]=1[C:48]1[CH:49]=[CH:50][C:51]([C:54]([OH:56])=[O:55])=[CH:52][CH:53]=1. The yield is 0.830. (2) The reactants are [CH2:1]([N:3]1[C:15]2[CH:14]=[CH:13][C:12]([NH2:16])=[CH:11][C:10]=2[C:9]2[C:4]1=[CH:5][CH:6]=[CH:7][CH:8]=2)[CH3:2].C[Al](C)C.[C:21]1(=[O:27])[O:26][CH2:25][CH2:24][CH2:23][CH2:22]1.Cl. The catalyst is C1(C)C=CC=CC=1. The product is [CH2:1]([N:3]1[C:15]2[CH:14]=[CH:13][C:12]([NH:16][C:25](=[O:26])[CH2:24][CH2:23][CH2:22][CH2:21][OH:27])=[CH:11][C:10]=2[C:9]2[C:4]1=[CH:5][CH:6]=[CH:7][CH:8]=2)[CH3:2]. The yield is 0.950. (3) The reactants are [CH2:1]([O:3][C:4]([C:6]1([C:12]2[CH:17]=[CH:16][C:15]([OH:18])=[CH:14][CH:13]=2)[CH:11]=[CH:10][CH:9]=[CH:8][CH2:7]1)=[O:5])[CH3:2].C(=O)([O-])[O-].[K+].[K+].Br[CH:26](O)[CH2:27][CH2:28][Cl:29]. The catalyst is CN(C)C=O. The product is [CH2:1]([O:3][C:4]([C:6]1([C:12]2[CH:13]=[CH:14][C:15]([O:18][CH2:26][CH2:27][CH2:28][Cl:29])=[CH:16][CH:17]=2)[CH:7]=[CH:8][CH:9]=[CH:10][CH2:11]1)=[O:5])[CH3:2]. The yield is 1.00. (4) The reactants are C[O:2][C:3]([C:5]1[C:6]([C:24]2[CH:29]=[CH:28][C:27]([C:30]([OH:32])=O)=[CH:26][CH:25]=2)=[CH:7][CH:8]=[C:9]([C:11]2[S:12][CH:13]=[C:14]([C:16]3[CH:21]=[CH:20][C:19]([Cl:22])=[C:18]([Cl:23])[CH:17]=3)[N:15]=2)[CH:10]=1)=[O:4].[CH2:33]([N:35]([CH2:40][CH3:41])[CH2:36][CH2:37][CH2:38][NH2:39])[CH3:34]. No catalyst specified. The product is [Cl:23][C:18]1[CH:17]=[C:16]([C:14]2[N:15]=[C:11]([C:9]3[CH:10]=[C:5]([C:3]([OH:2])=[O:4])[C:6]([C:24]4[CH:29]=[CH:28][C:27]([C:30](=[O:32])[NH:39][CH2:38][CH2:37][CH2:36][N:35]([CH2:40][CH3:41])[CH2:33][CH3:34])=[CH:26][CH:25]=4)=[CH:7][CH:8]=3)[S:12][CH:13]=2)[CH:21]=[CH:20][C:19]=1[Cl:22]. The yield is 0.870. (5) The reactants are C(N(CC)C(C)C)(C)C.[C:10]1([N:16]=[C:17]=[O:18])[CH:15]=[CH:14][CH:13]=[CH:12][CH:11]=1.[Si:19]([O:26][C:27]1[CH:32]=[C:31]([O:33][Si:34]([C:37]([CH3:40])([CH3:39])[CH3:38])([CH3:36])[CH3:35])[CH:30]=[CH:29][C:28]=1[C@H:41]1[CH2:46][CH2:45][C@H:44]([OH:47])[CH2:43][CH2:42]1)([C:22]([CH3:25])([CH3:24])[CH3:23])([CH3:21])[CH3:20]. The catalyst is ClCCl. The product is [C:10]1([NH:16][C:17](=[O:18])[O:47][C@H:44]2[CH2:43][CH2:42][C@H:41]([C:28]3[CH:29]=[CH:30][C:31]([O:33][Si:34]([C:37]([CH3:38])([CH3:39])[CH3:40])([CH3:36])[CH3:35])=[CH:32][C:27]=3[O:26][Si:19]([C:22]([CH3:23])([CH3:24])[CH3:25])([CH3:21])[CH3:20])[CH2:46][CH2:45]2)[CH:15]=[CH:14][CH:13]=[CH:12][CH:11]=1. The yield is 0.790. (6) The catalyst is C1COCC1. The reactants are [NH2:1][C:2]1[N:7]=[C:6]([CH3:8])[N:5]=[C:4]([C:9]2[CH:10]=[C:11]([C:25](=[O:27])[CH3:26])[CH:12]=[N:13][C:14]=2[NH:15][C:16]2[CH:17]=[N:18][C:19]([O:23][CH3:24])=[C:20]([F:22])[CH:21]=2)[CH:3]=1.[CH3:28][Mg]Br. The yield is 0.630. The product is [NH2:1][C:2]1[N:7]=[C:6]([CH3:8])[N:5]=[C:4]([C:9]2[CH:10]=[C:11]([C:25]([OH:27])([CH3:28])[CH3:26])[CH:12]=[N:13][C:14]=2[NH:15][C:16]2[CH:17]=[N:18][C:19]([O:23][CH3:24])=[C:20]([F:22])[CH:21]=2)[CH:3]=1.